Dataset: Reaction yield outcomes from USPTO patents with 853,638 reactions. Task: Predict the reaction yield, written as a fraction of the theoretical maximum amount of product (1.0 means a 100% yield; for example, 0.34 means a 34% yield). (1) The reactants are C(OC(=O)[O:5][C:6]1[CH:11]=[C:10]([N+:12]([O-:14])=[O:13])[C:9]([F:15])=[CH:8][C:7]=1[Cl:16])C.C(=O)(O)[O-].[Na+]. The catalyst is CO.O. The product is [Cl:16][C:7]1[CH:8]=[C:9]([F:15])[C:10]([N+:12]([O-:14])=[O:13])=[CH:11][C:6]=1[OH:5]. The yield is 0.980. (2) The reactants are [Cl:1][C:2]1[CH:3]=[C:4]([CH:6]=[CH:7][CH:8]=1)[NH2:5].Cl.[N:10]([O-])=O.[Na+].C([O-])(=O)C.[Na+].[Cl:19][CH:20]([S:24]([CH3:27])(=[O:26])=[O:25])C(=O)C. The catalyst is O.CC(C)=O.C(O)(=O)C. The product is [Cl:1][C:2]1[CH:3]=[C:4]([NH:5][N:10]=[C:20]([Cl:19])[S:24]([CH3:27])(=[O:26])=[O:25])[CH:6]=[CH:7][CH:8]=1. The yield is 0.810. (3) The reactants are [CH3:1][C:2]1[CH:3]=[C:4]2[C:9](=[CH:10][CH:11]=1)[CH:8]=[C:7]([CH2:12][C:13]([OH:15])=[O:14])[CH:6]=[C:5]2[C:16](=O)[C:17]1[CH:22]=[CH:21][C:20]([S:23]([CH3:26])(=[O:25])=[O:24])=[CH:19][CH:18]=1.[H][H]. The catalyst is CO.[Pd].ClCCl. The product is [CH3:26][S:23]([C:20]1[CH:21]=[CH:22][C:17]([CH2:16][C:5]2[C:4]3[C:9](=[CH:10][CH:11]=[C:2]([CH3:1])[CH:3]=3)[CH:8]=[C:7]([CH2:12][C:13]([OH:15])=[O:14])[CH:6]=2)=[CH:18][CH:19]=1)(=[O:24])=[O:25]. The yield is 0.210.